Task: Predict which catalyst facilitates the given reaction.. Dataset: Catalyst prediction with 721,799 reactions and 888 catalyst types from USPTO (1) Reactant: Cl.[Br:2][C:3]1[N:8]=[C:7]([N:9]2[CH2:13][CH2:12][C@H:11]([NH2:14])[CH2:10]2)[CH:6]=[CH:5][CH:4]=1.C(N(CC)CC)C.[Cl:22][C:23]1[CH:30]=[C:29]([Cl:31])[CH:28]=[CH:27][C:24]=1[CH:25]=O.[BH4-].[Na+]. Product: [Br:2][C:3]1[N:8]=[C:7]([N:9]2[CH2:13][CH2:12][C@H:11]([NH:14][CH2:25][C:24]3[CH:27]=[CH:28][C:29]([Cl:31])=[CH:30][C:23]=3[Cl:22])[CH2:10]2)[CH:6]=[CH:5][CH:4]=1. The catalyst class is: 125. (2) Reactant: [C:1]([O:5][C:6](=[O:17])[NH:7][C@H:8]1[CH2:13][CH2:12][C@@H:11]([N:14]=[N+]=[N-])[CH2:10][CH2:9]1)([CH3:4])([CH3:3])[CH3:2]. The catalyst class is: 19. Product: [C:1]([O:5][C:6](=[O:17])[NH:7][C@H:8]1[CH2:9][CH2:10][C@@H:11]([NH2:14])[CH2:12][CH2:13]1)([CH3:4])([CH3:2])[CH3:3]. (3) Reactant: [Si]([O:8][CH2:9][C:10]1[CH:11]=[C:12]([NH:16][C:17]2[N:25]=[C:24]3[C:20]([NH:21][C:22](=[O:34])[N:23]3[C:26]3[CH:31]=[CH:30][CH:29]=[CH:28][C:27]=3[O:32][CH3:33])=[C:19]([C:35]([O:37]CC)=O)[N:18]=2)[CH:13]=[CH:14][CH:15]=1)(C(C)(C)C)(C)C.[NH2:40]C1C(C(OCC)=O)=NC(NC2C=CC=C(CO[Si](C(C)(C)C)(C)C)C=2)=NC=1NC1C=CC=CC=1OC. Product: [OH:8][CH2:9][C:10]1[CH:11]=[C:12]([NH:16][C:17]2[N:25]=[C:24]3[C:20]([NH:21][C:22](=[O:34])[N:23]3[C:26]3[CH:31]=[CH:30][CH:29]=[CH:28][C:27]=3[O:32][CH3:33])=[C:19]([C:35]([NH2:40])=[O:37])[N:18]=2)[CH:13]=[CH:14][CH:15]=1. The catalyst class is: 4. (4) Reactant: [Li+].CC([N-]C(C)C)C.[C:9]([O:13][C:14]([N:16]1[CH2:21][CH2:20][CH2:19][C:18](=[O:22])[CH2:17]1)=[O:15])([CH3:12])([CH3:11])[CH3:10].C1C=CC(N([S:30]([C:33]([F:36])([F:35])[F:34])(=[O:32])=[O:31])[S:30]([C:33]([F:36])([F:35])[F:34])(=[O:32])=[O:31])=CC=1. Product: [C:9]([O:13][C:14]([N:16]1[CH2:17][C:18]([O:22][S:30]([C:33]([F:36])([F:35])[F:34])(=[O:32])=[O:31])=[CH:19][CH2:20][CH2:21]1)=[O:15])([CH3:12])([CH3:10])[CH3:11]. The catalyst class is: 1. (5) Reactant: [CH2:1]=[C:2]1[CH2:6][C@@H:5]([C:7](OC)=[O:8])[C@H:4]([C:11]2[CH:16]=[CH:15][CH:14]=[CH:13][CH:12]=2)[CH2:3]1.[H-].[Al+3].[Li+].[H-].[H-].[H-]. Product: [OH:8][CH2:7][C@@H:5]1[CH2:6][C:2](=[CH2:1])[CH2:3][C@H:4]1[C:11]1[CH:12]=[CH:13][CH:14]=[CH:15][CH:16]=1. The catalyst class is: 1.